This data is from Reaction yield outcomes from USPTO patents with 853,638 reactions. The task is: Predict the reaction yield, written as a fraction of the theoretical maximum amount of product (1.0 means a 100% yield; for example, 0.34 means a 34% yield). (1) The reactants are [CH2:1]([O:3][C:4]1[CH:9]=[CH:8][CH:7]=[CH:6][C:5]=1[OH:10])[CH3:2].[C:11]1(=O)[O:16][C:14](=[O:15])[C:13]2=[CH:17][CH:18]=[CH:19][CH:20]=[C:12]12. The catalyst is [Cl-].[Zn+2].[Cl-]. The product is [OH:10][C:5]1[CH:6]=[CH:7][C:8]([C:11]2([C:8]3[CH:7]=[CH:6][C:5]([OH:10])=[C:4]([O:3][CH2:1][CH3:2])[CH:9]=3)[C:12]3[C:13](=[CH:17][CH:18]=[CH:19][CH:20]=3)[C:14](=[O:15])[O:16]2)=[CH:9][C:4]=1[O:3][CH2:1][CH3:2]. The yield is 0.850. (2) The reactants are [NH2:1][C:2]1[CH:7]=[C:6]([F:8])[CH:5]=[CH:4][C:3]=1[S:9][CH2:10][C:11]1[CH:20]=[CH:19][C:14]([C:15]([O:17][CH3:18])=[O:16])=[CH:13][CH:12]=1.[O:21]1[C:25]2[CH:26]=[CH:27][CH:28]=[CH:29][C:24]=2[CH:23]=[C:22]1[S:30](Cl)(=[O:32])=[O:31]. The catalyst is N1C=CC=CC=1. The product is [O:21]1[C:25]2[CH:26]=[CH:27][CH:28]=[CH:29][C:24]=2[CH:23]=[C:22]1[S:30]([NH:1][C:2]1[CH:7]=[C:6]([F:8])[CH:5]=[CH:4][C:3]=1[S:9][CH2:10][C:11]1[CH:20]=[CH:19][C:14]([C:15]([O:17][CH3:18])=[O:16])=[CH:13][CH:12]=1)(=[O:32])=[O:31]. The yield is 0.660. (3) The reactants are [NH:1]1[C:9]2[C:4](=[CH:5][CH:6]=[CH:7][CH:8]=2)[CH:3]=[CH:2]1.[H-].[Na+].Cl[C:13]([O:15][CH2:16][CH3:17])=[O:14]. The catalyst is C1COCC1. The product is [CH2:16]([O:15][C:13]([N:1]1[C:9]2[C:4](=[CH:5][CH:6]=[CH:7][CH:8]=2)[CH:3]=[CH:2]1)=[O:14])[CH3:17]. The yield is 0.730. (4) The reactants are C([O:8][C:9]1[CH:29]=[CH:28][C:12]([O:13][CH2:14][CH2:15][C:16]2[N:17]=[C:18]([C:22]3[CH:27]=[CH:26][CH:25]=[CH:24][CH:23]=3)[O:19][C:20]=2[CH3:21])=[C:11]([CH2:30][CH2:31][CH3:32])[CH:10]=1)C1C=CC=CC=1.[H][H]. The catalyst is C1COCC1.[Pd]. The product is [CH3:21][C:20]1[O:19][C:18]([C:22]2[CH:23]=[CH:24][CH:25]=[CH:26][CH:27]=2)=[N:17][C:16]=1[CH2:15][CH2:14][O:13][C:12]1[CH:28]=[CH:29][C:9]([OH:8])=[CH:10][C:11]=1[CH2:30][CH2:31][CH3:32]. The yield is 0.780. (5) The reactants are C(O)(=O)C.[Br:5][C:6]1[CH:11]=[CH:10][C:9]([N+:12]([O-])=O)=[CH:8][C:7]=1[O:15][CH2:16][CH2:17][O:18][C:19]1[CH:24]=[CH:23][CH:22]=[CH:21][CH:20]=1. The catalyst is C(O)C.[Zn]. The product is [Br:5][C:6]1[CH:11]=[CH:10][C:9]([NH2:12])=[CH:8][C:7]=1[O:15][CH2:16][CH2:17][O:18][C:19]1[CH:20]=[CH:21][CH:22]=[CH:23][CH:24]=1. The yield is 0.840. (6) The reactants are [OH-:1].[Na+].C([O:7]C(OC(OC(C)(C)C)=O)=O)(C)(C)C.[N:18]1C2C(=CC=CC=2S(Cl)(=O)=O)C=C[CH:19]=1.C([N:34]([CH2:37][CH3:38])[CH2:35][CH3:36])C.Cl. The catalyst is O1CCOCC1.O. The product is [NH:34]1[CH2:35][CH2:36][NH:18][CH2:19][C@@H:37]1[C:38]([OH:7])=[O:1]. The yield is 0.930. (7) The reactants are [NH2:1][C@@H:2]1[CH2:7][CH2:6][CH2:5][CH2:4][C@@H:3]1[NH2:8].[C:9](OCC)(=[O:15])[C:10](OCC)=[O:11]. The catalyst is COC=COC. The product is [NH:1]1[C@@H:2]2[C@@H:3]([CH2:4][CH2:5][CH2:6][CH2:7]2)[NH:8][C:10](=[O:11])[C:9]1=[O:15]. The yield is 0.660. (8) The yield is 0.940. The product is [Br-:1].[C:5]1([C:3](=[O:4])[CH2:2][N+:11]2[CH:16]=[CH:15][CH:14]=[CH:13][C:12]=2[CH3:17])[CH2:9][CH2:8][CH2:7][CH:6]=1. The catalyst is CC(C)=O. The reactants are [Br:1][CH2:2][C:3]([C:5]1(Br)[CH2:9][CH2:8][CH2:7][CH2:6]1)=[O:4].[N:11]1[CH:16]=[CH:15][CH:14]=[CH:13][C:12]=1[CH3:17]. (9) The reactants are Cl[C:2]([O:4][CH2:5][C:6]([Cl:9])([Cl:8])[Cl:7])=[O:3].[NH2:10][C:11]1[N:15]([CH2:16][CH2:17][OH:18])[N:14]=[C:13]([C:19]([CH3:22])([CH3:21])[CH3:20])[CH:12]=1.[OH-].[Na+]. The catalyst is CCOC(C)=O. The product is [Cl:7][C:6]([Cl:9])([Cl:8])[CH2:5][O:4][C:2](=[O:3])[NH:10][C:11]1[N:15]([CH2:16][CH2:17][OH:18])[N:14]=[C:13]([C:19]([CH3:22])([CH3:20])[CH3:21])[CH:12]=1. The yield is 0.180.